From a dataset of Forward reaction prediction with 1.9M reactions from USPTO patents (1976-2016). Predict the product of the given reaction. (1) Given the reactants CS(C)=O.[H-].[Na+].[I-].[CH3:8][S+](C)C.[F:12][C:13]([F:23])([F:22])[C:14]1[N:19]=[CH:18][C:17]([CH:20]=[O:21])=[CH:16][CH:15]=1, predict the reaction product. The product is: [F:23][C:13]([F:22])([F:12])[C:14]1[CH:15]=[CH:16][C:17]([CH:20]2[CH2:8][O:21]2)=[CH:18][N:19]=1. (2) Given the reactants [NH2:1][C:2]1[CH:7]=[CH:6][C:5]([C:8]2[N:12]=[C:11]([C:13]([NH:15][CH:16]([CH:21]([CH3:23])[CH3:22])[C:17]([O:19][CH3:20])=[O:18])=[O:14])[O:10][N:9]=2)=[CH:4][CH:3]=1.[F:24][C:25]1[CH:30]=[C:29]([F:31])[CH:28]=[CH:27][C:26]=1[N:32]=[C:33]=[O:34].C1COCC1, predict the reaction product. The product is: [F:24][C:25]1[CH:30]=[C:29]([F:31])[CH:28]=[CH:27][C:26]=1[NH:32][C:33](=[O:34])[NH:1][C:2]1[CH:7]=[CH:6][C:5]([C:8]2[N:12]=[C:11]([C:13]([NH:15][CH:16]([CH:21]([CH3:23])[CH3:22])[C:17]([O:19][CH3:20])=[O:18])=[O:14])[O:10][N:9]=2)=[CH:4][CH:3]=1. (3) Given the reactants [Cl:1][C:2]1[C:10]2[C:5](=[CH:6][CH:7]=[CH:8][CH:9]=2)[NH:4][C:3]=1[C:11]#[N:12].[C:13]([O:17][C:18]([NH:20][CH2:21][C:22]1[CH:27]=[CH:26][C:25](B(O)O)=[CH:24][CH:23]=1)=[O:19])([CH3:16])([CH3:15])[CH3:14].CS(C)=O.C(N(CC)C(C)C)(C)C, predict the reaction product. The product is: [C:13]([O:17][C:18](=[O:19])[NH:20][CH2:21][C:22]1[CH:23]=[CH:24][C:25]([N:4]2[C:5]3[C:10](=[CH:9][CH:8]=[CH:7][CH:6]=3)[C:2]([Cl:1])=[C:3]2[C:11]#[N:12])=[CH:26][CH:27]=1)([CH3:16])([CH3:14])[CH3:15]. (4) Given the reactants [CH3:1][CH:2]([CH2:26][CH2:27][CH2:28][CH:29]([CH3:31])[CH3:30])[CH2:3][CH2:4][O:5][C:6]1[CH:7]=[C:8]([C:12]2[CH:21]=[C:20]([C:22](OC)=[O:23])[CH:19]=[CH:18][C:13]=2[C:14](OC)=[O:15])[CH:9]=[CH:10][CH:11]=1, predict the reaction product. The product is: [OH:15][CH2:14][C:13]1[CH:18]=[CH:19][C:20]([CH2:22][OH:23])=[CH:21][C:12]=1[C:8]1[CH:9]=[CH:10][CH:11]=[C:6]([O:5][CH2:4][CH2:3][CH:2]([CH3:1])[CH2:26][CH2:27][CH2:28][CH:29]([CH3:31])[CH3:30])[CH:7]=1. (5) Given the reactants [I:1][C:2]1[C:10]2[C:5](=[N:6][CH:7]=[CH:8][CH:9]=2)[N:4]([CH2:11][C:12]([O:14]CC)=[O:13])[N:3]=1.CO.[Li+].[OH-], predict the reaction product. The product is: [I:1][C:2]1[C:10]2[C:5](=[N:6][CH:7]=[CH:8][CH:9]=2)[N:4]([CH2:11][C:12]([OH:14])=[O:13])[N:3]=1.